From a dataset of Full USPTO retrosynthesis dataset with 1.9M reactions from patents (1976-2016). Predict the reactants needed to synthesize the given product. (1) Given the product [NH2:1][C:2]1[C:10]2[CH2:9][CH2:8][N:7]([C:11]3[CH:16]=[CH:15][CH:14]=[CH:13][CH:12]=3)[C:6](=[O:17])[C:5]=2[N:4]([C:18](=[O:21])[CH2:26][CH2:27][N:29]2[CH2:34][CH2:33][N:32]([CH2:35][C:36]3[C:41]([CH3:42])=[CH:40][C:39]([CH3:43])=[CH:38][C:37]=3[CH3:44])[CH2:31][CH2:30]2)[N:3]=1, predict the reactants needed to synthesize it. The reactants are: [NH2:1][C:2]1[C:10]2[CH2:9][CH2:8][N:7]([C:11]3[CH:16]=[CH:15][CH:14]=[CH:13][CH:12]=3)[C:6](=[O:17])[C:5]=2[NH:4][N:3]=1.[C:18](=[O:21])([O-])[O-].[K+].[K+].ClC[CH2:26][C:27]([N:29]1[CH2:34][CH2:33][N:32]([CH2:35][C:36]2[C:41]([CH3:42])=[CH:40][C:39]([CH3:43])=[CH:38][C:37]=2[CH3:44])[CH2:31][CH2:30]1)=O. (2) Given the product [CH3:1][O:2][C:3]1[CH:4]=[C:5]([CH:33]=[CH:34][C:35]=1[O:36][CH3:37])[CH2:6][CH:7]1[C:16]2[C:11](=[CH:12][C:13]([O:18][CH3:19])=[C:14]([O:17][C:44]([N:38]3[CH2:43][CH2:42][O:41][CH2:40][CH2:39]3)=[O:45])[CH:15]=2)[CH2:10][CH2:9][N:8]1[CH2:20][C:21]([NH:23][CH:24]1[C:32]2[C:27](=[CH:28][CH:29]=[CH:30][CH:31]=2)[CH2:26][CH2:25]1)=[O:22], predict the reactants needed to synthesize it. The reactants are: [CH3:1][O:2][C:3]1[CH:4]=[C:5]([CH:33]=[CH:34][C:35]=1[O:36][CH3:37])[CH2:6][CH:7]1[C:16]2[C:11](=[CH:12][C:13]([O:18][CH3:19])=[C:14]([OH:17])[CH:15]=2)[CH2:10][CH2:9][N:8]1[CH2:20][C:21]([NH:23][CH:24]1[C:32]2[C:27](=[CH:28][CH:29]=[CH:30][CH:31]=2)[CH2:26][CH2:25]1)=[O:22].[N:38]1([C:44](Cl)=[O:45])[CH2:43][CH2:42][O:41][CH2:40][CH2:39]1. (3) Given the product [CH3:29][O:28][C:21]1[CH:22]=[C:23]([O:26][CH3:27])[CH:24]=[CH:25][C:20]=1[CH2:19][NH:18][C:15]1[N:16]=[CH:17][C:10]2[CH:9]=[CH:8][C:5]3=[N:6][CH:7]=[C:2]([C:34]4[CH:33]=[N:32][N:31]([CH3:30])[CH:35]=4)[CH:3]=[C:4]3[C:12](=[O:13])[C:11]=2[CH:14]=1, predict the reactants needed to synthesize it. The reactants are: Cl[C:2]1[CH:3]=[C:4]2[C:12](=[O:13])[C:11]3[CH:14]=[C:15]([NH:18][CH2:19][C:20]4[CH:25]=[CH:24][C:23]([O:26][CH3:27])=[CH:22][C:21]=4[O:28][CH3:29])[N:16]=[CH:17][C:10]=3[CH:9]=[CH:8][C:5]2=[N:6][CH:7]=1.[CH3:30][N:31]1[CH:35]=[C:34](B2OC(C)(C)C(C)(C)O2)[CH:33]=[N:32]1.F[B-](F)(F)F.C([PH+](C(C)(C)C)C(C)(C)C)(C)(C)C.[F-].[K+]. (4) Given the product [CH3:1][O:2][C:3]([C:5]1[N:6]=[C:7]2[C:12]([C:13]([F:16])([F:15])[F:14])=[CH:11][C:10]([C:21]3[CH:22]=[CH:23][O:19][CH:20]=3)=[CH:9][N:8]2[CH:18]=1)=[O:4], predict the reactants needed to synthesize it. The reactants are: [CH3:1][O:2][C:3]([C:5]1[N:6]=[C:7]2[C:12]([C:13]([F:16])([F:15])[F:14])=[CH:11][C:10](Br)=[CH:9][N:8]2[CH:18]=1)=[O:4].[O:19]1[CH:23]=[CH:22][C:21](B(O)O)=[CH:20]1. (5) Given the product [CH3:15][O:14][CH2:13][CH2:12][O:11][C:8]1[CH:9]=[CH:10][C:5]([C:3]([OH:4])=[O:2])=[N:6][CH:7]=1, predict the reactants needed to synthesize it. The reactants are: C[O:2][C:3]([C:5]1[CH:10]=[CH:9][C:8]([O:11][CH2:12][CH2:13][O:14][CH3:15])=[CH:7][N:6]=1)=[O:4].[OH-].[Na+]. (6) Given the product [N:5]1[C:4]2[CH:8]=[CH:9][NH:10][C:3]=2[C:2]([NH:11][C:12]2[CH:13]=[C:14]([CH:20]=[CH:21][CH:22]=2)[C:15]([O:17][CH2:18][CH3:19])=[O:16])=[N:7][CH:6]=1, predict the reactants needed to synthesize it. The reactants are: Cl[C:2]1[C:3]2[NH:10][CH:9]=[CH:8][C:4]=2[N:5]=[CH:6][N:7]=1.[NH2:11][C:12]1[CH:13]=[C:14]([CH:20]=[CH:21][CH:22]=1)[C:15]([O:17][CH2:18][CH3:19])=[O:16].CN1CCCC1=O.C(=O)([O-])O.[Na+]. (7) Given the product [CH3:1][O:2][C:3](=[O:13])[CH2:4][CH2:5][C:6]1[CH:11]=[CH:10][CH:9]=[CH:8][C:7]=1[B:14]1[O:18][C:17]([CH3:20])([CH3:19])[C:16]([CH3:22])([CH3:21])[O:15]1, predict the reactants needed to synthesize it. The reactants are: [CH3:1][O:2][C:3](=[O:13])[CH2:4][CH2:5][C:6]1[CH:11]=[CH:10][CH:9]=[CH:8][C:7]=1Br.[B:14]1([B:14]2[O:18][C:17]([CH3:20])([CH3:19])[C:16]([CH3:22])([CH3:21])[O:15]2)[O:18][C:17]([CH3:20])([CH3:19])[C:16]([CH3:22])([CH3:21])[O:15]1.